Dataset: Reaction yield outcomes from USPTO patents with 853,638 reactions. Task: Predict the reaction yield, written as a fraction of the theoretical maximum amount of product (1.0 means a 100% yield; for example, 0.34 means a 34% yield). (1) The reactants are [NH:1]1[C:5]2[CH:6]=[CH:7][C:8]([C:10]([OH:12])=O)=[CH:9][C:4]=2[N:3]=[CH:2]1.[CH3:13][O:14][C:15]([C:17]1[C:22]2[C@@H:23]3[C@H:28]([CH2:29][CH2:30][C:21]=2[CH:20]=[CH:19][CH:18]=1)[NH:27][CH2:26][CH2:25][CH2:24]3)=[O:16]. The catalyst is C(Cl)Cl.CO. The product is [CH3:13][O:14][C:15]([C:17]1[C:22]2[C@@H:23]3[C@H:28]([CH2:29][CH2:30][C:21]=2[CH:20]=[CH:19][CH:18]=1)[N:27]([C:10]([C:8]1[CH:7]=[CH:6][C:5]2[NH:1][CH:2]=[N:3][C:4]=2[CH:9]=1)=[O:12])[CH2:26][CH2:25][CH2:24]3)=[O:16]. The yield is 0.430. (2) The reactants are [O:1]1[CH2:5][CH2:4][O:3][CH:2]1[CH2:6][CH2:7][CH2:8][C:9]1[CH:14]=[CH:13][C:12]([O:15][CH2:16][CH2:17][O:18][CH3:19])=[CH:11][C:10]=1[OH:20].[H-].[Na+].Cl[C:24]1[C:29]([Cl:30])=[CH:28][C:27]([C:31]([F:34])([F:33])[F:32])=[CH:26][N:25]=1.[Cl-].[NH4+]. The catalyst is CN(C)C=O. The product is [Cl:30][C:29]1[C:24]([O:20][C:10]2[CH:11]=[C:12]([O:15][CH2:16][CH2:17][O:18][CH3:19])[CH:13]=[CH:14][C:9]=2[CH2:8][CH2:7][CH2:6][CH:2]2[O:3][CH2:4][CH2:5][O:1]2)=[N:25][CH:26]=[C:27]([C:31]([F:33])([F:32])[F:34])[CH:28]=1. The yield is 0.870.